Task: Predict which catalyst facilitates the given reaction.. Dataset: Catalyst prediction with 721,799 reactions and 888 catalyst types from USPTO (1) Reactant: [CH2:1]([O:8][C:9](=[O:18])[NH:10][CH:11]1[CH2:16][CH2:15][CH2:14][C:13](=[O:17])[CH2:12]1)[C:2]1[CH:7]=[CH:6][CH:5]=[CH:4][CH:3]=1.[BH4-].[Na+]. Product: [CH2:1]([O:8][C:9](=[O:18])[NH:10][CH:11]1[CH2:16][CH2:15][CH2:14][CH:13]([OH:17])[CH2:12]1)[C:2]1[CH:3]=[CH:4][CH:5]=[CH:6][CH:7]=1. The catalyst class is: 5. (2) Reactant: [CH3:1][CH2:2][CH2:3][CH2:4][CH2:5][NH:6][C:7]([NH:9]/[N:10]=[CH:11]/[C:12]1[C:16]2[CH:17]=[C:18]([O:21][CH3:22])[CH:19]=[CH:20][C:15]=2[NH:14][CH:13]=1)=[NH:8].C(/C(O)=O)=C/C(O)=O. Product: [CH3:1][CH2:2][CH2:3][CH2:4][CH2:5][NH:6][C:7]([NH:9]/[N:10]=[CH:11]/[C:12]1[C:16]2[CH:17]=[C:18]([O:21][CH3:22])[CH:19]=[CH:20][C:15]=2[NH:14][CH:13]=1)=[NH:8]. The catalyst class is: 6. (3) Reactant: C1(C2C=CC(C[N:12]([C:28]3[CH:38]=[CH:37][C:31]([CH2:32][P:33](=[O:36])([OH:35])[OH:34])=[CH:30][CH:29]=3)[C:13](=[O:27])[C:14]3[CH:19]=[CH:18][C:17]([O:20][C:21]4[CH:26]=[CH:25][CH:24]=[CH:23][CH:22]=4)=[CH:16][CH:15]=3)=CC=2)CCCCC1.O(C1C=CC(C(NC2C=CC(CP(=O)(OCC)OCC)=CC=2)=O)=CC=1)C1C=CC=CC=1.C[Si](Br)(C)C. Product: [O:20]([C:17]1[CH:18]=[CH:19][C:14]([C:13]([NH:12][C:28]2[CH:38]=[CH:37][C:31]([CH2:32][P:33](=[O:34])([OH:36])[OH:35])=[CH:30][CH:29]=2)=[O:27])=[CH:15][CH:16]=1)[C:21]1[CH:22]=[CH:23][CH:24]=[CH:25][CH:26]=1. The catalyst class is: 2. (4) Reactant: [CH:1]1[N:5]=[CH:4][NH:3][C:2]=1[CH2:6][C@H:7]([NH:11][C:12]([CH2:14][CH2:15][NH2:16])=[O:13])[C:8]([OH:10])=[O:9].C(N(CC)CC)C.[Br:24][CH2:25][CH2:26][CH2:27][C:28](Cl)=[O:29]. Product: [Br:24][CH2:25][CH2:26][CH2:27][C:28]([NH:16][CH2:15][CH2:14][C:12]([NH:11][C@H:7]([C:8]([OH:10])=[O:9])[CH2:6][C:2]1[N:3]=[CH:4][NH:5][CH:1]=1)=[O:13])=[O:29]. The catalyst class is: 42. (5) Reactant: [NH2:1][C:2]1[CH:23]=[CH:22][C:5]([O:6][C:7]2[CH:8]=[CH:9][C:10]3[N:11]([CH:13]=[C:14]([NH:16][C:17]([CH:19]4[CH2:21][CH2:20]4)=[O:18])[N:15]=3)[CH:12]=2)=[C:4]([F:24])[CH:3]=1.[CH3:25][C:26]1[CH:31]=[CH:30][CH:29]=[CH:28][C:27]=1[N:32]1[CH:37]=[CH:36][CH:35]=[C:34]([C:38](O)=[O:39])[C:33]1=[O:41].C(N(CC)C(C)C)(C)C.CN(C(ON1N=NC2C=CC=NC1=2)=[N+](C)C)C.F[P-](F)(F)(F)(F)F. Product: [CH:19]1([C:17]([NH:16][C:14]2[N:15]=[C:10]3[CH:9]=[CH:8][C:7]([O:6][C:5]4[CH:22]=[CH:23][C:2]([NH:1][C:38]([C:34]5[C:33](=[O:41])[N:32]([C:27]6[CH:28]=[CH:29][CH:30]=[CH:31][C:26]=6[CH3:25])[CH:37]=[CH:36][CH:35]=5)=[O:39])=[CH:3][C:4]=4[F:24])=[CH:12][N:11]3[CH:13]=2)=[O:18])[CH2:21][CH2:20]1. The catalyst class is: 9.